From a dataset of Catalyst prediction with 721,799 reactions and 888 catalyst types from USPTO. Predict which catalyst facilitates the given reaction. (1) Reactant: [NH2:1][C:2]1[C:9]([Cl:10])=[CH:8][C:7]([Br:11])=[CH:6][C:3]=1[CH:4]=O.[NH2:12][C:13](N)=[O:14]. Product: [Br:11][C:7]1[CH:6]=[C:3]2[C:2](=[C:9]([Cl:10])[CH:8]=1)[N:1]=[C:13]([OH:14])[N:12]=[CH:4]2. The catalyst class is: 6. (2) Reactant: [B:9]1([B:9]2[O:14][CH2:13][C:12]([CH3:16])([CH3:15])[CH2:11][O:10]2)[O:14][CH2:13][C:12]([CH3:16])([CH3:15])[CH2:11][O:10]1.C([O-])(=O)C.[K+].Br[C:23]1[CH:24]=[CH:25][C:26]2[O:30][C:29](=[O:31])[N:28]([CH2:32][CH3:33])[C:27]=2[CH:34]=1.C(Cl)Cl. Product: [CH3:16][C:12]1([CH3:15])[CH2:11][O:10][B:9]([C:23]2[CH:24]=[CH:25][C:26]3[O:30][C:29](=[O:31])[N:28]([CH2:32][CH3:33])[C:27]=3[CH:34]=2)[O:14][CH2:13]1. The catalyst class is: 12.